This data is from Forward reaction prediction with 1.9M reactions from USPTO patents (1976-2016). The task is: Predict the product of the given reaction. Given the reactants [CH3:1][C:2]1[CH:7]=[CH:6][CH:5]=[C:4]([CH3:8])[C:3]=1[N:9]1[C:13](=[O:14])[CH2:12][CH:11]([C:15]([O:17][CH3:18])=[O:16])[CH2:10]1.C[Si]([N-][Si](C)(C)C)(C)C.[Li+].[CH2:29]1[CH2:33]OC[CH2:30]1, predict the reaction product. The product is: [CH3:1][C:2]1[CH:7]=[CH:6][CH:5]=[C:4]([CH3:8])[C:3]=1[N:9]1[CH2:10][C:11]2([C:15]([O:17][CH3:18])=[O:16])[CH2:30][CH2:29][CH2:33][CH:12]2[C:13]1=[O:14].